Task: Predict the product of the given reaction.. Dataset: Forward reaction prediction with 1.9M reactions from USPTO patents (1976-2016) (1) The product is: [NH2:8][C:6]1[N:5]=[CH:4][C:3]2[C:9](=[O:10])[NH:11][CH:12]=[N:1][C:2]=2[CH:7]=1. Given the reactants [NH2:1][C:2]1[CH:7]=[C:6]([NH2:8])[N:5]=[CH:4][C:3]=1[C:9]([NH2:11])=[O:10].[CH:12](OCC)(OCC)OCC, predict the reaction product. (2) Given the reactants [CH2:1]([NH:5][CH2:6][CH2:7][C:8]1[S:12][C:11]([CH3:13])=[N:10][C:9]=1[C:14]1[CH:34]=[CH:33][C:17]([O:18][CH2:19][CH2:20][CH2:21][CH2:22][CH2:23][O:24][C:25]2[CH:32]=[CH:31][C:28]([C:29]#[N:30])=[CH:27][CH:26]=2)=[CH:16][CH:15]=1)[CH:2]([CH3:4])[CH3:3].CN(C)C=O.[C:40](Cl)(=[O:47])[C:41]1[CH:46]=[CH:45][CH:44]=[N:43][CH:42]=1.[H-].[Na+], predict the reaction product. The product is: [CH2:1]([N:5]([C:40]([C:41]1[CH:42]=[N:43][CH:44]=[CH:45][CH:46]=1)=[O:47])[CH2:6][CH2:7][C:8]1[S:12][C:11]([CH3:13])=[N:10][C:9]=1[C:14]1[CH:15]=[CH:16][C:17]([O:18][CH2:19][CH2:20][CH2:21][CH2:22][CH2:23][O:24][C:25]2[CH:26]=[CH:27][C:28]([C:29]#[N:30])=[CH:31][CH:32]=2)=[CH:33][CH:34]=1)[CH:2]([CH3:4])[CH3:3]. (3) Given the reactants [OH-].[Na+].C([O:5][C:6](=[O:27])[CH2:7][O:8][C:9]1[CH:14]=[CH:13][C:12]([B:15]2[O:19]C(C)(C)C(C)(C)[O:16]2)=[CH:11][C:10]=1[O:24][CH2:25][CH3:26])C.O.C(OCC)(=O)C, predict the reaction product. The product is: [C:6]([CH2:7][O:8][C:9]1[CH:14]=[CH:13][C:12]([B:15]([OH:19])[OH:16])=[CH:11][C:10]=1[O:24][CH2:25][CH3:26])([OH:27])=[O:5]. (4) Given the reactants CO[C:3]([C:5]1[C:6]([OH:29])=[C:7]2[C:12](=[CH:13][N:14]=1)[N:11]([CH2:15][C:16]1[CH:21]=[CH:20][CH:19]=[CH:18][CH:17]=1)[C:10](=[O:22])[C:9]([C:23]1[CH:28]=[CH:27][CH:26]=[CH:25][CH:24]=1)=[CH:8]2)=[O:4].[NH2:30][CH2:31][CH2:32][C:33]([OH:35])=[O:34].C[O-].[Na+], predict the reaction product. The product is: [CH2:15]([N:11]1[C:12]2[C:7](=[C:6]([OH:29])[C:5]([C:3]([NH:30][CH2:31][CH2:32][C:33]([OH:35])=[O:34])=[O:4])=[N:14][CH:13]=2)[CH:8]=[C:9]([C:23]2[CH:28]=[CH:27][CH:26]=[CH:25][CH:24]=2)[C:10]1=[O:22])[C:16]1[CH:17]=[CH:18][CH:19]=[CH:20][CH:21]=1. (5) The product is: [CH3:10][O:11][CH:12]1[CH2:16][CH2:15][N:14]([C:17]2[CH:18]=[C:19]([S:23]([Cl:1])(=[O:25])=[O:24])[CH:20]=[CH:21][CH:22]=2)[CH2:13]1. Given the reactants [Cl:1]NC(=O)CCC(N)=O.[CH3:10][O:11][CH:12]1[CH2:16][CH2:15][N:14]([C:17]2[CH:18]=[C:19]([S:23]([O-:25])=[O:24])[CH:20]=[CH:21][CH:22]=2)[CH2:13]1.[Li+], predict the reaction product. (6) Given the reactants [H-].[Na+].[CH:3]([O:6][C:7]([N:9]1[CH2:14][CH2:13][CH:12]([OH:15])[CH2:11][CH2:10]1)=[O:8])([CH3:5])[CH3:4].C1COCC1.Cl[C:22]1[C:31]2[C:26](=[C:27]([Cl:32])[CH:28]=[CH:29][CH:30]=2)[N:25]=[CH:24][CH:23]=1, predict the reaction product. The product is: [CH:3]([O:6][C:7]([N:9]1[CH2:10][CH2:11][CH:12]([O:15][C:22]2[C:31]3[C:26](=[C:27]([Cl:32])[CH:28]=[CH:29][CH:30]=3)[N:25]=[CH:24][CH:23]=2)[CH2:13][CH2:14]1)=[O:8])([CH3:5])[CH3:4]. (7) Given the reactants Cl[C:2]1[C:11]2[C:6](=[CH:7][CH:8]=[C:9]([NH:12][S:13]([C:16]3([CH3:19])[CH2:18][CH2:17]3)(=[O:15])=[O:14])[CH:10]=2)[CH:5]=[N:4][CH:3]=1.[CH3:20][N:21]1[CH:25]=[C:24]([C:26]2[CH:31]=[CH:30][C:29](B3OC(C)(C)C(C)(C)O3)=[CH:28][CH:27]=2)[CH:23]=[N:22]1.C(=O)([O-])[O-].[Na+].[Na+].O1CCOCC1, predict the reaction product. The product is: [CH3:20][N:21]1[CH:25]=[C:24]([C:26]2[CH:27]=[CH:28][C:29]([C:2]3[C:11]4[C:6](=[CH:7][CH:8]=[C:9]([NH:12][S:13]([C:16]5([CH3:19])[CH2:18][CH2:17]5)(=[O:15])=[O:14])[CH:10]=4)[CH:5]=[N:4][CH:3]=3)=[CH:30][CH:31]=2)[CH:23]=[N:22]1. (8) Given the reactants Cl.[O:2]1[C:6]2[CH:7]=[CH:8][CH:9]=[C:10]([CH:11]3[CH2:16][CH2:15][N:14]([CH2:17][CH2:18][C@H:19]4[CH2:24][CH2:23][C@H:22]([NH2:25])[CH2:21][CH2:20]4)[CH2:13][CH2:12]3)[C:5]=2[O:4][CH2:3]1.[CH3:26][N:27]1[CH2:32][CH2:31][N:30]([CH2:33][C:34](O)=[O:35])[CH2:29][CH2:28]1, predict the reaction product. The product is: [O:2]1[C:6]2[CH:7]=[CH:8][CH:9]=[C:10]([CH:11]3[CH2:16][CH2:15][N:14]([CH2:17][CH2:18][C@H:19]4[CH2:20][CH2:21][C@H:22]([NH:25][C:34](=[O:35])[CH2:33][N:30]5[CH2:31][CH2:32][N:27]([CH3:26])[CH2:28][CH2:29]5)[CH2:23][CH2:24]4)[CH2:13][CH2:12]3)[C:5]=2[O:4][CH2:3]1. (9) Given the reactants [F:1][C:2]([F:10])([F:9])[C:3]1([C:6](O)=[O:7])[CH2:5][CH2:4]1.[H-].[H-].[H-].[H-].[Li+].[Al+3].Cl, predict the reaction product. The product is: [F:1][C:2]([F:10])([F:9])[C:3]1([CH2:6][OH:7])[CH2:5][CH2:4]1.